Dataset: Catalyst prediction with 721,799 reactions and 888 catalyst types from USPTO. Task: Predict which catalyst facilitates the given reaction. (1) Reactant: [NH2:1][C:2]1[CH:9]=[CH:8][C:5]([C:6]#[N:7])=[CH:4][CH:3]=1.C([O-])([O-])=O.[K+].[K+].[CH:16]1[CH:21]=[CH:20][C:19]([CH2:22]Br)=[CH:18][CH:17]=1. Product: [CH2:22]([N:1]([CH2:6][C:5]1[CH:8]=[CH:9][CH:2]=[CH:3][CH:4]=1)[C:2]1[CH:9]=[CH:8][C:5]([C:6]#[N:7])=[CH:4][CH:3]=1)[C:19]1[CH:20]=[CH:21][CH:16]=[CH:17][CH:18]=1. The catalyst class is: 3. (2) Reactant: [H-].[H-].[H-].[H-].[Li+].[Al+3].[F:7][C:8]1[CH:13]=[CH:12][C:11]([C:14]2[CH:15]=[C:16]3[C:20](=[CH:21][CH:22]=2)[NH:19][CH:18]=[C:17]3[CH:23]=[CH:24][N+:25]([O-])=O)=[CH:10][CH:9]=1. Product: [F:7][C:8]1[CH:13]=[CH:12][C:11]([C:14]2[CH:15]=[C:16]3[C:20]([NH:19][CH:18]=[C:17]3[CH2:23][CH2:24][NH2:25])=[CH:21][CH:22]=2)=[CH:10][CH:9]=1. The catalyst class is: 1. (3) Reactant: [F:1][C:2]1[CH:3]=[C:4]([CH:8]=[C:9]([F:12])[C:10]=1F)[C:5]([OH:7])=[O:6].[CH2:13]([OH:15])[CH3:14].[H-].[Na+]. Product: [CH2:13]([O:15][C:10]1[C:9]([F:12])=[CH:8][C:4]([C:5]([OH:7])=[O:6])=[CH:3][C:2]=1[F:1])[CH3:14]. The catalyst class is: 3. (4) Reactant: [C:1]([O:5][C:6](=[O:20])[NH:7][C@H:8]1[CH2:13][CH2:12][C@H:11]([CH:14]=[CH:15][S:16]([CH3:19])(=[O:18])=[O:17])[CH2:10][CH2:9]1)([CH3:4])([CH3:3])[CH3:2].C([O-])=O.[NH4+]. Product: [C:1]([O:5][C:6](=[O:20])[NH:7][C@H:8]1[CH2:13][CH2:12][C@H:11]([CH2:14][CH2:15][S:16]([CH3:19])(=[O:17])=[O:18])[CH2:10][CH2:9]1)([CH3:3])([CH3:4])[CH3:2]. The catalyst class is: 29. (5) Reactant: Cl.CN(C)CCCN=C=NCC.[CH3:13][O:14][C:15]1[CH:16]=[C:17]([CH:19]=[CH:20][CH:21]=1)[NH2:18].[CH3:22][S:23]([C:26]1[CH:34]=[CH:33][C:29]([C:30](O)=[O:31])=[CH:28][CH:27]=1)(=[O:25])=[O:24]. Product: [CH3:22][S:23]([C:26]1[CH:34]=[CH:33][C:29]([C:30]([NH:18][C:17]2[CH:19]=[CH:20][CH:21]=[C:15]([O:14][CH3:13])[CH:16]=2)=[O:31])=[CH:28][CH:27]=1)(=[O:24])=[O:25]. The catalyst class is: 119. (6) Reactant: [Cl:1][C:2]1[N:7]=[C:6]([Cl:8])[C:5]([CH:9]=[O:10])=[CH:4][N:3]=1.[CH3:11][Mg]Br. Product: [Cl:1][C:2]1[N:7]=[C:6]([Cl:8])[C:5]([CH:9]([OH:10])[CH3:11])=[CH:4][N:3]=1. The catalyst class is: 1.